Dataset: Full USPTO retrosynthesis dataset with 1.9M reactions from patents (1976-2016). Task: Predict the reactants needed to synthesize the given product. (1) Given the product [C:29]([OH:2])(=[O:30])[CH3:31].[CH3:28][C:29]1([CH3:31])[N:15]=[C:14]([NH:13][CH2:6][C:7]2[CH:8]=[CH:9][CH:10]=[CH:11][CH:12]=2)[NH:16][C:17]([NH:19][CH2:20][CH2:21][CH2:22][CH2:23][CH2:24][CH2:25][CH2:26][CH3:27])=[N:18]1, predict the reactants needed to synthesize it. The reactants are: C[OH:2].Cl.Cl.Cl.[CH2:6]([NH:13][C:14]([NH:16][C:17]([NH:19][CH2:20][CH2:21][CH2:22][CH2:23][CH2:24][CH2:25][CH2:26][CH3:27])=[NH:18])=[NH:15])[C:7]1[CH:12]=[CH:11][CH:10]=[CH:9][CH:8]=1.[CH3:28][C:29]([CH3:31])=[O:30]. (2) Given the product [Cl:22][C:15]1[N:16]=[C:17]2[C:12](=[CH:13][C:14]=1[CH3:23])[CH2:11][C@H:10]1[N:18]2[C@H:19]([CH3:21])[CH2:20][NH:8][CH2:9]1, predict the reactants needed to synthesize it. The reactants are: C(OC([N:8]1[CH2:20][C@@H:19]([CH3:21])[N:18]2[C@H:10]([CH2:11][C:12]3[C:17]2=[N:16][C:15]([Cl:22])=[C:14]([CH3:23])[CH:13]=3)[CH2:9]1)=O)(C)(C)C.FC(F)(F)C(O)=O. (3) Given the product [C:1]([C:3]1[CH:8]=[CH:7][CH:6]=[CH:5][C:4]=1[N:9]([CH2:53][CH2:52][O:51][CH:46]1[CH2:47][CH2:48][CH2:49][CH2:50][O:45]1)[S:10]([CH3:13])(=[O:12])=[O:11])#[N:2], predict the reactants needed to synthesize it. The reactants are: [C:1]([C:3]1[CH:8]=[CH:7][CH:6]=[CH:5][C:4]=1[NH:9][S:10]([CH3:13])(=[O:12])=[O:11])#[N:2].C1(P(C2C=CC=CC=2)C2C=CC=CC=2)C=CC=CC=1.CCOC(/N=N/C(OCC)=O)=O.[O:45]1[CH2:50][CH2:49][CH2:48][CH2:47][CH:46]1[O:51][CH2:52][CH2:53]O. (4) Given the product [C:1]1([S:7]([NH:11][C:12]2[CH:13]=[C:14]([C:19]3[S:23][C:22]([NH:24][C:25](=[O:27])[CH3:26])=[N:21][CH:20]=3)[C:15]([CH3:18])=[N:16][CH:17]=2)(=[O:9])=[O:8])[CH:6]=[CH:5][CH:4]=[CH:3][CH:2]=1, predict the reactants needed to synthesize it. The reactants are: [C:1]1([S:7](Cl)(=[O:9])=[O:8])[CH:6]=[CH:5][CH:4]=[CH:3][CH:2]=1.[NH2:11][C:12]1[CH:13]=[C:14]([C:19]2[S:23][C:22]([NH:24][C:25](=[O:27])[CH3:26])=[N:21][CH:20]=2)[C:15]([CH3:18])=[N:16][CH:17]=1.C(O)C(N)(CO)CO.NCCN(CCN)CCN. (5) Given the product [C:20]([C:2]1[CH:10]=[CH:9][C:8]([Cl:11])=[CH:7][C:3]=1[C:4]([OH:6])=[O:5])(=[O:22])[CH3:21], predict the reactants needed to synthesize it. The reactants are: Br[C:2]1[CH:10]=[CH:9][C:8]([Cl:11])=[CH:7][C:3]=1[C:4]([OH:6])=[O:5].C([Li])CCC.CON(C)[C:20](=[O:22])[CH3:21]. (6) Given the product [NH2:13][CH2:12][C:5]1([C:3]([OH:4])=[O:2])[C:7]2([CH2:11][CH2:10][CH2:9][CH2:8]2)[CH2:6]1, predict the reactants needed to synthesize it. The reactants are: C[O:2][C:3]([C:5]1([CH2:12][NH2:13])[C:7]2([CH2:11][CH2:10][CH2:9][CH2:8]2)[CH2:6]1)=[O:4].[OH-].[Li+].O. (7) Given the product [CH2:11]([N:10]1[C:9]2[C:8](=[O:15])[N:7]([CH2:16][C:17]([C:19]3[CH:24]=[CH:23][CH:22]=[C:21]([O:25][CH3:26])[CH:20]=3)=[O:18])[CH:6]=[N:5][C:4]=2[C:3]([C:27]#[N:28])=[C:2]1[N:29]1[CH2:34][CH2:33][NH:32][CH2:31][CH2:30]1)[C:12]#[C:13][CH3:14], predict the reactants needed to synthesize it. The reactants are: Br[C:2]1[N:10]([CH2:11][C:12]#[C:13][CH3:14])[C:9]2[C:8](=[O:15])[N:7]([CH2:16][C:17]([C:19]3[CH:24]=[CH:23][CH:22]=[C:21]([O:25][CH3:26])[CH:20]=3)=[O:18])[CH:6]=[N:5][C:4]=2[C:3]=1[C:27]#[N:28].[NH:29]1[CH2:34][CH2:33][NH:32][CH2:31][CH2:30]1. (8) Given the product [CH3:14][C:11]1[CH:10]=[N:9][C:8]([C:5]2[CH:6]=[CH:7][C:2]([N:26]3[CH2:25][CH2:24][NH:23][C@@H:22]([CH3:21])[CH2:27]3)=[CH:3][CH:4]=2)=[N:13][CH:12]=1, predict the reactants needed to synthesize it. The reactants are: Br[C:2]1[CH:7]=[CH:6][C:5]([C:8]2[N:13]=[CH:12][C:11]([CH3:14])=[CH:10][N:9]=2)=[CH:4][CH:3]=1.C(=O)([O-])[O-].[Cs+].[Cs+].[CH3:21][C@H:22]1[CH2:27][NH:26][CH2:25][CH2:24][NH:23]1.C1(C2C=CC=CC=2)C=CC=CC=1. (9) Given the product [CH:17]1([N:23]([CH3:24])[C:2]2[CH:11]=[CH:10][C:9]3[C:8](=[O:12])[CH:7]4[CH2:13][CH2:14][CH2:15][CH2:16][CH:6]4[CH2:5][C:4]=3[N:3]=2)[CH2:22][CH2:21][CH2:20][CH2:19][CH2:18]1, predict the reactants needed to synthesize it. The reactants are: Cl[CH:2]1[CH:11]=[CH:10][C:9]2[C:8](=[O:12])[CH:7]3[CH2:13][CH2:14][CH2:15][CH2:16][CH:6]3[CH2:5][C:4]=2[NH:3]1.[CH:17]1([NH:23][CH3:24])[CH2:22][CH2:21][CH2:20][CH2:19][CH2:18]1. (10) Given the product [F:11][C:8]([F:9])([F:10])[C:6]1[CH:7]=[C:2]([C:20]([F:23])([F:21])[F:22])[N:3]=[C:4]([CH2:13][CH2:14][C:15]([O:17][CH2:18][CH3:19])=[O:16])[N:5]=1, predict the reactants needed to synthesize it. The reactants are: O[C:2]1([C:20]([F:23])([F:22])[F:21])[CH2:7][C:6](O)([C:8]([F:11])([F:10])[F:9])[NH:5][C:4]([CH2:13][CH2:14][C:15]([O:17][CH2:18][CH3:19])=[O:16])=[N:3]1.C1(C)C=CC(S(O)(=O)=O)=CC=1.C(=O)([O-])[O-].[Na+].[Na+].